From a dataset of Forward reaction prediction with 1.9M reactions from USPTO patents (1976-2016). Predict the product of the given reaction. Given the reactants [F:1][C:2]([F:18])([F:17])[C:3](=O)[CH2:4][C:5]([C:7]1[CH:12]=[CH:11][C:10]([O:13][CH3:14])=[C:9]([CH3:15])[CH:8]=1)=O.Cl.[NH:20]([C:22]1[CH:27]=[CH:26][C:25]([S:28]([CH3:31])(=[O:30])=[O:29])=[CH:24][N:23]=1)[NH2:21], predict the reaction product. The product is: [CH3:15][C:9]1[CH:8]=[C:7]([C:5]2[N:20]([C:22]3[CH:27]=[CH:26][C:25]([S:28]([CH3:31])(=[O:30])=[O:29])=[CH:24][N:23]=3)[N:21]=[C:3]([C:2]([F:18])([F:17])[F:1])[CH:4]=2)[CH:12]=[CH:11][C:10]=1[O:13][CH3:14].